The task is: Predict the product of the given reaction.. This data is from Forward reaction prediction with 1.9M reactions from USPTO patents (1976-2016). Given the reactants [OH:1][CH2:2][CH:3]1[CH2:7][CH2:6][CH:5]([CH:8]([N:12]2[CH:16]=[C:15]([C:17]3[C:18]4[CH:25]=[CH:24][N:23](COCC[Si](C)(C)C)[C:19]=4[N:20]=[CH:21][N:22]=3)[CH:14]=[N:13]2)[CH2:9][C:10]#[N:11])[CH2:4]1.C(O)(C(F)(F)F)=O.C(N)CN, predict the reaction product. The product is: [OH:1][CH2:2][CH:3]1[CH2:7][CH2:6][CH:5]([CH:8]([N:12]2[CH:16]=[C:15]([C:17]3[C:18]4[CH:25]=[CH:24][NH:23][C:19]=4[N:20]=[CH:21][N:22]=3)[CH:14]=[N:13]2)[CH2:9][C:10]#[N:11])[CH2:4]1.